Regression. Given two drug SMILES strings and cell line genomic features, predict the synergy score measuring deviation from expected non-interaction effect. From a dataset of NCI-60 drug combinations with 297,098 pairs across 59 cell lines. Cell line: HS 578T. Drug 2: CC1C(C(=O)NC(C(=O)N2CCCC2C(=O)N(CC(=O)N(C(C(=O)O1)C(C)C)C)C)C(C)C)NC(=O)C3=C4C(=C(C=C3)C)OC5=C(C(=O)C(=C(C5=N4)C(=O)NC6C(OC(=O)C(N(C(=O)CN(C(=O)C7CCCN7C(=O)C(NC6=O)C(C)C)C)C)C(C)C)C)N)C. Synergy scores: CSS=13.5, Synergy_ZIP=13.3, Synergy_Bliss=22.1, Synergy_Loewe=14.3, Synergy_HSA=14.9. Drug 1: CN(C)C1=NC(=NC(=N1)N(C)C)N(C)C.